Dataset: Catalyst prediction with 721,799 reactions and 888 catalyst types from USPTO. Task: Predict which catalyst facilitates the given reaction. (1) The catalyst class is: 113. Product: [CH2:8]([O:10][C:11]([C:12]1[C:13]([C:14]([F:16])([F:17])[F:15])=[CH:3][N:4]([CH3:7])[N:5]=1)=[O:18])[CH3:9]. Reactant: OC1O[NH2+:5][N:4]([CH3:7])[CH:3]=1.[CH2:8]([O:10][C:11](=[O:18])[C:12]#[C:13][C:14]([F:17])([F:16])[F:15])[CH3:9]. (2) Reactant: [NH:1]1[C:9]2[C:4](=[CH:5][CH:6]=[CH:7][C:8]=2[CH:10]=O)[CH:3]=[CH:2]1.[Li][C:13]#[N:14].P(C#N)(OCC)(OCC)=O.C(O)(C)(C)C. Product: [NH:1]1[C:9]2[C:4](=[CH:5][CH:6]=[CH:7][C:8]=2[CH2:10][C:13]#[N:14])[CH:3]=[CH:2]1. The catalyst class is: 1. (3) Reactant: [N:1]1([C:6]2[CH:11]=[CH:10][C:9]([CH:12]3[CH2:17][CH2:16][NH:15][CH2:14][C:13]3([CH3:19])[CH3:18])=[CH:8][CH:7]=2)[CH:5]=[CH:4][N:3]=[CH:2]1.[NH2:20][C:21]1[CH:22]=[C:23]([CH:27]=[CH:28][C:29]=1[CH3:30])[C:24](O)=[O:25].C(N(CC)C(C)C)(C)C.CN(C(ON1N=NC2C=CC=CC1=2)=[N+](C)C)C.F[P-](F)(F)(F)(F)F.C([O-])([O-])=O.[Na+].[Na+]. Product: [NH2:20][C:21]1[CH:22]=[C:23]([C:24]([N:15]2[CH2:16][CH2:17][CH:12]([C:9]3[CH:8]=[CH:7][C:6]([N:1]4[CH:5]=[CH:4][N:3]=[CH:2]4)=[CH:11][CH:10]=3)[C:13]([CH3:19])([CH3:18])[CH2:14]2)=[O:25])[CH:27]=[CH:28][C:29]=1[CH3:30]. The catalyst class is: 2. (4) Reactant: [F:1][C:2]1[C:14]([NH:15][CH2:16][C:17]2[CH:22]=[C:21]([C:23]3[CH:28]=[CH:27][CH:26]=[C:25]([F:29])[CH:24]=3)[CH:20]=[CH:19][C:18]=2[F:30])=[C:13]([F:31])[CH:12]=[CH:11][C:3]=1[O:4][CH2:5][C:6]([O:8]CC)=[O:7].O[Li].O.O. Product: [F:1][C:2]1[C:14]([NH:15][CH2:16][C:17]2[CH:22]=[C:21]([C:23]3[CH:28]=[CH:27][CH:26]=[C:25]([F:29])[CH:24]=3)[CH:20]=[CH:19][C:18]=2[F:30])=[C:13]([F:31])[CH:12]=[CH:11][C:3]=1[O:4][CH2:5][C:6]([OH:8])=[O:7]. The catalyst class is: 20.